Dataset: Full USPTO retrosynthesis dataset with 1.9M reactions from patents (1976-2016). Task: Predict the reactants needed to synthesize the given product. (1) Given the product [CH3:33][C:32]([CH3:35])([CH3:34])[CH2:31][CH2:30][N:29]1[C:13](=[O:14])[C:12]([C:7]2[NH:6][C:5]3[CH:16]=[CH:17][C:2]([I:1])=[CH:3][C:4]=3[S:9](=[O:11])(=[O:10])[N:8]=2)=[C:22]([OH:21])[C:24]2=[CH:28][CH:27]=[CH:26][N:25]12, predict the reactants needed to synthesize it. The reactants are: [I:1][C:2]1[CH:17]=[CH:16][C:5]2[NH:6][C:7]([CH2:12][C:13](O)=[O:14])=[N:8][S:9](=[O:11])(=[O:10])[C:4]=2[CH:3]=1.C([O:21][C:22]([C:24]1[N:25]([NH:29][CH2:30][CH2:31][C:32]([CH3:35])([CH3:34])[CH3:33])[CH:26]=[CH:27][CH:28]=1)=O)C=C.ClCCl.[O-]CC.[Na+].Cl. (2) Given the product [Cl:1][C:2]1[CH:27]=[CH:26][C:25]([Cl:28])=[CH:24][C:3]=1[O:4][C:5]1[C:10]([C:11]([N:13]2[C:22]3[C:17](=[CH:18][CH:19]=[CH:20][CH:21]=3)[N:16]([CH2:33][CH:32]([CH3:35])[C:31]([OH:36])=[O:30])[CH2:15][CH2:14]2)=[O:12])=[CH:9][C:8]([F:23])=[CH:7][N:6]=1, predict the reactants needed to synthesize it. The reactants are: [Cl:1][C:2]1[CH:27]=[CH:26][C:25]([Cl:28])=[CH:24][C:3]=1[O:4][C:5]1[C:10]([C:11]([N:13]2[C:22]3[C:17](=[CH:18][CH:19]=[CH:20][CH:21]=3)[NH:16][CH2:15][CH2:14]2)=[O:12])=[CH:9][C:8]([F:23])=[CH:7][N:6]=1.C[O:30][C:31](=[O:36])[CH:32]([CH3:35])[CH:33]=O.C([Sn](Cl)(Cl)CCCC)CCC.C1([SiH3])C=CC=CC=1.